This data is from Peptide-MHC class II binding affinity with 134,281 pairs from IEDB. The task is: Regression. Given a peptide amino acid sequence and an MHC pseudo amino acid sequence, predict their binding affinity value. This is MHC class II binding data. (1) The binding affinity (normalized) is 0.754. The peptide sequence is LCESLSMTSGRLSGV. The MHC is DRB1_0101 with pseudo-sequence DRB1_0101. (2) The peptide sequence is TPEAKFDSFVASLTE. The MHC is HLA-DPA10103-DPB10401 with pseudo-sequence HLA-DPA10103-DPB10401. The binding affinity (normalized) is 0.303.